Task: Predict the reactants needed to synthesize the given product.. Dataset: Full USPTO retrosynthesis dataset with 1.9M reactions from patents (1976-2016) (1) Given the product [O:1]=[C:2]1[C:7]([CH2:8][N:9]2[CH2:14][CH2:13][CH:12]([CH2:15][CH2:16][C:17]3[C:18]([S:25][CH3:24])=[N:19][CH:20]=[CH:21][CH:22]=3)[CH2:11][CH2:10]2)=[CH:6][CH:5]=[CH:4][NH:3]1, predict the reactants needed to synthesize it. The reactants are: [O:1]=[C:2]1[C:7]([CH2:8][N:9]2[CH2:14][CH2:13][CH:12]([CH2:15][CH2:16][C:17]3[C:18](Cl)=[N:19][CH:20]=[CH:21][CH:22]=3)[CH2:11][CH2:10]2)=[CH:6][CH:5]=[CH:4][NH:3]1.[CH3:24][S-:25].[Na+].O. (2) The reactants are: C[N-:2][S:3](=[O:9])(=[O:8])[NH:4][CH:5]([CH3:7])[CH3:6].[OH-].[Na+].[Cl:12][C:13]1[C:21]([N+:22]([O-:24])=[O:23])=[C:20]([F:25])[CH:19]=[CH:18][C:14]=1[C:15](Cl)=[O:16].[CH3:26]CCC(C)C.Cl. Given the product [Cl:12][C:13]1[C:21]([N+:22]([O-:24])=[O:23])=[C:20]([F:25])[CH:19]=[CH:18][C:14]=1[C:15]([NH:2][S:3]([N:4]([CH:5]([CH3:7])[CH3:6])[CH3:26])(=[O:9])=[O:8])=[O:16], predict the reactants needed to synthesize it. (3) Given the product [CH3:39][CH:40]1[CH2:44][CH2:43][CH2:42][N:41]1[CH2:2][CH2:3][CH2:4][O:5][C:6]1[CH:11]=[CH:10][C:9]([C:12]2[S:13][C:14]3[CH2:19][CH2:18][CH:17]([NH:20][C:21](=[O:30])[O:22][CH2:23][C:24]4[CH:29]=[CH:28][CH:27]=[CH:26][CH:25]=4)[C:15]=3[N:16]=2)=[CH:8][CH:7]=1, predict the reactants needed to synthesize it. The reactants are: Cl[CH2:2][CH2:3][CH2:4][O:5][C:6]1[CH:11]=[CH:10][C:9]([C:12]2[S:13][C:14]3[CH2:19][CH2:18][CH:17]([NH:20][C:21](=[O:30])[O:22][CH2:23][C:24]4[CH:29]=[CH:28][CH:27]=[CH:26][CH:25]=4)[C:15]=3[N:16]=2)=[CH:8][CH:7]=1.C(=O)([O-])[O-].[K+].[K+].[I-].[Na+].[CH3:39][CH:40]1[CH2:44][CH2:43][CH2:42][NH:41]1. (4) Given the product [C:1]([N:4]1[C:16]2[C:11](=[CH:12][C:13]([C:44]3[CH:45]=[CH:46][C:41]([C:33]4[N:32]([C:26]5[CH:27]=[CH:28][CH:29]=[CH:30][CH:31]=5)[C:36]5[CH:37]=[CH:38][CH:39]=[CH:40][C:35]=5[N:34]=4)=[CH:42][CH:43]=3)=[C:14]3[CH:20]=[CH:19][CH:18]=[CH:17][C:15]3=2)[C:10]2[C:5]1=[CH:6][CH:7]=[C:8]1[CH:25]=[CH:24][CH:23]=[CH:22][C:9]1=2)(=[O:3])[CH3:2], predict the reactants needed to synthesize it. The reactants are: [C:1]([N:4]1[C:16]2[C:11](=[CH:12][C:13](Br)=[C:14]3[CH:20]=[CH:19][CH:18]=[CH:17][C:15]3=2)[C:10]2[C:5]1=[CH:6][CH:7]=[C:8]1[CH:25]=[CH:24][CH:23]=[CH:22][C:9]1=2)(=[O:3])[CH3:2].[C:26]1([N:32]2[C:36]3[CH:37]=[CH:38][CH:39]=[CH:40][C:35]=3[N:34]=[C:33]2[C:41]2[CH:46]=[CH:45][C:44](B(O)O)=[CH:43][CH:42]=2)[CH:31]=[CH:30][CH:29]=[CH:28][CH:27]=1.C(=O)([O-])[O-].[K+].[K+].C(O)C. (5) Given the product [NH2:17][CH:16]=[C:13]1[C:12]([C:20]2[CH:25]=[CH:24][CH:23]=[C:22]([O:26][CH3:27])[CH:21]=2)=[N:11][N:10]([C:2]2[S:1][C:5]3[CH:6]=[CH:7][CH:8]=[CH:9][C:4]=3[N:3]=2)[C:14]1=[O:15], predict the reactants needed to synthesize it. The reactants are: [S:1]1[C:5]2[CH:6]=[CH:7][CH:8]=[CH:9][C:4]=2[N:3]=[C:2]1[N:10]1[C:14](=[O:15])[C:13](=[CH:16][N:17](C)C)[C:12]([C:20]2[CH:25]=[CH:24][CH:23]=[C:22]([O:26][CH3:27])[CH:21]=2)=[N:11]1. (6) Given the product [Br:1][C:2]1[CH:3]=[C:4]2[C:9](=[CH:10][CH:11]=1)[N:8]=[CH:7][CH:6]=[C:5]2[N:13]1[CH2:18][CH2:17][O:16][CH2:15][CH2:14]1, predict the reactants needed to synthesize it. The reactants are: [Br:1][C:2]1[CH:3]=[C:4]2[C:9](=[CH:10][CH:11]=1)[N:8]=[CH:7][CH:6]=[C:5]2Cl.[NH:13]1[CH2:18][CH2:17][O:16][CH2:15][CH2:14]1.C([O-])([O-])=O.[K+].[K+].